This data is from Full USPTO retrosynthesis dataset with 1.9M reactions from patents (1976-2016). The task is: Predict the reactants needed to synthesize the given product. (1) Given the product [Cl:1][C:2]1[CH:3]=[C:4]([C:10]([OH:12])=[O:11])[CH:5]=[N:6][C:7]=1[NH:8][NH:9][C:14]([NH:13][CH:16]1[C:22]2[CH:23]=[CH:24][CH:25]=[CH:26][C:21]=2[CH2:20][S:19][C:18]2[CH:27]=[CH:28][CH:29]=[CH:30][C:17]1=2)=[S:15], predict the reactants needed to synthesize it. The reactants are: [Cl:1][C:2]1[CH:3]=[C:4]([C:10]([OH:12])=[O:11])[CH:5]=[N:6][C:7]=1[NH:8][NH2:9].[N:13]([CH:16]1[C:22]2[CH:23]=[CH:24][CH:25]=[CH:26][C:21]=2[CH2:20][S:19][C:18]2[CH:27]=[CH:28][CH:29]=[CH:30][C:17]1=2)=[C:14]=[S:15]. (2) Given the product [O:17]=[S:12]1(=[O:16])[CH2:13][CH2:14][CH2:15][N:11]1[C:8]1[CH:9]=[C:10]2[C:5](=[CH:6][CH:7]=1)[NH:4][N:3]=[C:2]2[NH:1][C:37](=[O:38])[CH2:36][C:33]1[CH:34]=[CH:35][C:30]([S:51]([CH3:41])(=[O:55])=[O:53])=[CH:31][CH:32]=1, predict the reactants needed to synthesize it. The reactants are: [NH2:1][C:2]1[C:10]2[C:5](=[CH:6][CH:7]=[C:8]([N:11]3[CH2:15][CH2:14][CH2:13][S:12]3(=[O:17])=[O:16])[CH:9]=2)[N:4](C(OCC2C=CC=CC=2)=O)[N:3]=1.CS[C:30]1[CH:35]=[CH:34][C:33]([CH2:36][C:37](Cl)=[O:38])=[CH:32][CH:31]=1.Cl[C:41]1C=CC=C(C(OO)=O)C=1.[S:51]([O-:55])([O-])(=[O:53])=S.[Na+].[Na+]. (3) Given the product [Cl:1][C:2]1[C:12]([O:13][CH3:14])=[CH:11][C:5]([O:6][CH2:7][CH:8]([OH:9])[CH2:10][N:27]2[CH2:26][CH2:25][CH:24]([O:23][C:22]3[CH:30]=[CH:31][C:19]([Cl:18])=[CH:20][CH:21]=3)[CH2:29][CH2:28]2)=[C:4]([N+:15]([O-:17])=[O:16])[CH:3]=1, predict the reactants needed to synthesize it. The reactants are: [Cl:1][C:2]1[C:12]([O:13][CH3:14])=[CH:11][C:5]([O:6][CH2:7][CH:8]2[CH2:10][O:9]2)=[C:4]([N+:15]([O-:17])=[O:16])[CH:3]=1.[Cl:18][C:19]1[CH:31]=[CH:30][C:22]([O:23][CH:24]2[CH2:29][CH2:28][NH:27][CH2:26][CH2:25]2)=[CH:21][CH:20]=1. (4) Given the product [CH3:14][N:2]([CH3:1])[C:3]1[CH:4]=[CH:5][C:6]([C:7]([NH:18][CH2:17][CH2:15][OH:16])=[O:9])=[CH:12][CH:13]=1, predict the reactants needed to synthesize it. The reactants are: [CH3:1][N:2]([CH3:14])[C:3]1[CH:13]=[CH:12][C:6]([C:7]([O:9]CC)=O)=[CH:5][CH:4]=1.[CH2:15]([CH2:17][NH2:18])[OH:16].C[O-].[Na+]. (5) The reactants are: [CH3:1][C:2]1[CH:3]=[C:4]([NH:9][CH2:10][CH2:11][C:12]2[CH:17]=[CH:16][C:15]([C:18]([F:21])([F:20])[F:19])=[CH:14][CH:13]=2)[CH:5]=[CH:6][C:7]=1[CH3:8].[C:22]([C:30](O)=[O:31])(=[O:29])[C:23]1[CH:28]=[CH:27][CH:26]=[CH:25][CH:24]=1.Cl.CN(C)CCCN=C=NCC.ON1C2C=CC=CC=2N=N1.C(N(C(C)C)C(C)C)C. Given the product [CH3:1][C:2]1[CH:3]=[C:4]([N:9]([CH2:10][CH2:11][C:12]2[CH:17]=[CH:16][C:15]([C:18]([F:20])([F:19])[F:21])=[CH:14][CH:13]=2)[C:30](=[O:31])[C:22](=[O:29])[C:23]2[CH:28]=[CH:27][CH:26]=[CH:25][CH:24]=2)[CH:5]=[CH:6][C:7]=1[CH3:8], predict the reactants needed to synthesize it. (6) Given the product [Cl:1][C:2]1[C:7]([S:8]([CH3:11])(=[O:10])=[O:9])=[CH:6][C:5]([C:12]2[N:13]([C:33]([N:43]3[CH2:44][CH2:45][CH:40]([OH:39])[CH2:41][CH2:42]3)=[O:34])[C@@:14]([C:26]3[CH:27]=[CH:28][C:29]([Cl:32])=[CH:30][CH:31]=3)([CH3:25])[C@@:15]([C:18]3[CH:19]=[CH:20][C:21]([Cl:24])=[CH:22][CH:23]=3)([CH3:17])[N:16]=2)=[C:4]([O:36][CH2:37][CH3:38])[CH:3]=1, predict the reactants needed to synthesize it. The reactants are: [Cl:1][C:2]1[C:7]([S:8]([CH3:11])(=[O:10])=[O:9])=[CH:6][C:5]([C:12]2[N:13]([C:33](Cl)=[O:34])[C@@:14]([C:26]3[CH:31]=[CH:30][C:29]([Cl:32])=[CH:28][CH:27]=3)([CH3:25])[C@@:15]([C:18]3[CH:23]=[CH:22][C:21]([Cl:24])=[CH:20][CH:19]=3)([CH3:17])[N:16]=2)=[C:4]([O:36][CH2:37][CH3:38])[CH:3]=1.[OH:39][CH:40]1[CH2:45][CH2:44][NH:43][CH2:42][CH2:41]1.